Dataset: Full USPTO retrosynthesis dataset with 1.9M reactions from patents (1976-2016). Task: Predict the reactants needed to synthesize the given product. (1) Given the product [CH2:23]([O:1][C:2]1[CH:3]=[C:4]2[C:8](=[CH:9][CH:10]=1)[NH:7][C:6](=[O:11])[C:5]12[CH2:16][CH2:15][CH2:14][CH2:13][CH2:12]1)[C:24]1[CH:29]=[CH:28][CH:27]=[CH:26][CH:25]=1, predict the reactants needed to synthesize it. The reactants are: [OH:1][C:2]1[CH:3]=[C:4]2[C:8](=[CH:9][CH:10]=1)[NH:7][C:6](=[O:11])[C:5]12[CH2:16][CH2:15][CH2:14][CH2:13][CH2:12]1.C(=O)([O-])[O-].[K+].[K+].[CH2:23](Cl)[C:24]1[CH:29]=[CH:28][CH:27]=[CH:26][CH:25]=1.[Cl-].[Na+]. (2) Given the product [OH:7][C:8]1[CH:9]=[CH:10][C:11](/[CH:14]=[CH:15]/[C:16]([O:18][CH2:19][CH2:20][CH2:21][CH2:22][CH2:23][CH2:24][Cl:25])=[O:17])=[CH:12][CH:13]=1, predict the reactants needed to synthesize it. The reactants are: N.C(OC([O:7][C:8]1[CH:13]=[CH:12][C:11](/[CH:14]=[CH:15]/[C:16]([O:18][CH2:19][CH2:20][CH2:21][CH2:22][CH2:23][CH2:24][Cl:25])=[O:17])=[CH:10][CH:9]=1)=O)C.